Dataset: Forward reaction prediction with 1.9M reactions from USPTO patents (1976-2016). Task: Predict the product of the given reaction. (1) Given the reactants [Cl:1][C:2]1[CH:3]=[CH:4][C:5]([N:22]2[CH2:27][CH2:26][O:25][CH2:24][CH2:23]2)=[C:6]([CH2:8][N:9]2[CH2:14][CH2:13][N:12](C(OC(C)(C)C)=O)[CH2:11][CH2:10]2)[CH:7]=1.FC(F)(F)C(O)=O, predict the reaction product. The product is: [Cl:1][C:2]1[CH:3]=[CH:4][C:5]([N:22]2[CH2:27][CH2:26][O:25][CH2:24][CH2:23]2)=[C:6]([CH2:8][N:9]2[CH2:10][CH2:11][NH:12][CH2:13][CH2:14]2)[CH:7]=1. (2) The product is: [N+:8]([C:7]1[C:2]([NH2:18])=[N:3][CH:4]=[CH:5][C:6]=1[C:11]1[CH:16]=[CH:15][CH:14]=[CH:13][CH:12]=1)([O-:10])=[O:9]. Given the reactants Cl[C:2]1[C:7]([N+:8]([O-:10])=[O:9])=[C:6]([C:11]2[CH:16]=[CH:15][CH:14]=[CH:13][CH:12]=2)[CH:5]=[CH:4][N:3]=1.[OH-].[NH4+:18], predict the reaction product. (3) Given the reactants [CH3:1][C:2]1([CH3:29])[O:7][CH2:6][CH2:5][N:4]([C:8]([N:10]2[CH2:15][CH:14]([C:16]3[CH:21]=[CH:20][C:19]([C:22]([F:25])([F:24])[F:23])=[CH:18][CH:17]=3)[CH2:13][CH:12]([C:26]([OH:28])=O)[CH2:11]2)=[O:9])[CH2:3]1.O[NH:31][C:32](=[NH:34])[CH3:33], predict the reaction product. The product is: [CH3:1][C:2]1([CH3:29])[O:7][CH2:6][CH2:5][N:4]([C:8]([N:10]2[CH2:15][CH:14]([C:16]3[CH:21]=[CH:20][C:19]([C:22]([F:23])([F:25])[F:24])=[CH:18][CH:17]=3)[CH2:13][CH:12]([C:26]3[O:28][N:34]=[C:32]([CH3:33])[N:31]=3)[CH2:11]2)=[O:9])[CH2:3]1. (4) Given the reactants C(Cl)(=O)C(Cl)=O.CS(C)=O.[C:11]([O:15][C:16]([N:18]1[CH2:23][CH2:22][CH:21]([CH2:24][N:25]2[CH2:30][CH2:29][N:28]([S:31]([C:34]3[CH:39]=[CH:38][C:37]([CH2:40][OH:41])=[CH:36][CH:35]=3)(=[O:33])=[O:32])[CH2:27][C:26]2=[O:42])[CH2:20][CH2:19]1)=[O:17])([CH3:14])([CH3:13])[CH3:12].C(N(CC)CC)C, predict the reaction product. The product is: [C:11]([O:15][C:16]([N:18]1[CH2:19][CH2:20][CH:21]([CH2:24][N:25]2[CH2:30][CH2:29][N:28]([S:31]([C:34]3[CH:35]=[CH:36][C:37]([CH:40]=[O:41])=[CH:38][CH:39]=3)(=[O:32])=[O:33])[CH2:27][C:26]2=[O:42])[CH2:22][CH2:23]1)=[O:17])([CH3:14])([CH3:12])[CH3:13]. (5) Given the reactants [Cl:1][C:2]1[CH:7]=[CH:6][C:5]([CH2:8][C:9]2[C:18]3[C:13](=[CH:14][CH:15]=[CH:16][CH:17]=3)[C:12](=[O:19])[N:11]([CH:20]3[CH2:26][CH2:25][CH2:24][N:23](C(OC(C)(C)C)=O)[CH2:22][CH2:21]3)[N:10]=2)=[CH:4][CH:3]=1.Cl, predict the reaction product. The product is: [Cl:1][C:2]1[CH:7]=[CH:6][C:5]([CH2:8][C:9]2[C:18]3[C:13](=[CH:14][CH:15]=[CH:16][CH:17]=3)[C:12](=[O:19])[N:11]([CH:20]3[CH2:26][CH2:25][CH2:24][NH:23][CH2:22][CH2:21]3)[N:10]=2)=[CH:4][CH:3]=1. (6) Given the reactants [Cl:1][C:2]1[CH:10]=[C:9]2[C:5]([CH:6]([CH:12]([CH2:18][N+:19]([O-])=O)[CH2:13][C:14]([CH3:17])([CH3:16])[CH3:15])[C:7](=[O:11])[NH:8]2)=[CH:4][CH:3]=1.[Cl-].[NH4+], predict the reaction product. The product is: [NH2:19][CH2:18][CH:12]([CH:6]1[C:5]2[C:9](=[CH:10][C:2]([Cl:1])=[CH:3][CH:4]=2)[NH:8][C:7]1=[O:11])[CH2:13][C:14]([CH3:17])([CH3:16])[CH3:15].